This data is from Reaction yield outcomes from USPTO patents with 853,638 reactions. The task is: Predict the reaction yield, written as a fraction of the theoretical maximum amount of product (1.0 means a 100% yield; for example, 0.34 means a 34% yield). (1) The reactants are O1CCCC1.C([O:8][C:9](=O)[C:10]1[CH:15]=[CH:14][C:13]([CH2:16][CH2:17][C:18]2[O:19][CH:20]=[CH:21][CH:22]=2)=[CH:12][C:11]=1CC)C.[H-].C([Al+]CC(C)C)C(C)C.C(C(C(C([O-])=O)O)O)([O-])=O.[Na+].[K+]. The catalyst is C(OCC)(=O)C. The product is [O:19]1[CH:20]=[CH:21][CH:22]=[C:18]1[CH2:17][CH2:16][C:13]1[CH:12]=[CH:11][C:10]([CH2:9][OH:8])=[CH:15][CH:14]=1. The yield is 0.990. (2) The reactants are [OH:1][C:2]1[CH:3]=[C:4]([C:9]([N:11]2[CH2:16][CH2:15][O:14][CH2:13][CH2:12]2)=[O:10])[CH:5]=[CH:6][C:7]=1[I:8].C(=O)([O-])[O-].[K+].[K+].FC(F)(F)S(O[CH2:29][C:30]([F:33])([F:32])[F:31])(=O)=O. The catalyst is CN(C=O)C.C(#N)C.O. The product is [I:8][C:7]1[CH:6]=[CH:5][C:4]([C:9]([N:11]2[CH2:12][CH2:13][O:14][CH2:15][CH2:16]2)=[O:10])=[CH:3][C:2]=1[O:1][CH2:29][C:30]([F:33])([F:32])[F:31]. The yield is 0.990. (3) The reactants are [F:1][C:2]1[CH:3]=[C:4]([CH3:11])[CH:5]=[CH:6][C:7]=1[N+:8]([O-:10])=[O:9].[Mn]([O-])(=O)(=O)=[O:13].[K+].[OH2:18]. No catalyst specified. The product is [F:1][C:2]1[CH:3]=[C:4]([CH:5]=[CH:6][C:7]=1[N+:8]([O-:10])=[O:9])[C:11]([OH:13])=[O:18]. The yield is 0.580. (4) The reactants are CC1N=C(N2C(=O)N(CC3C=CC(C(F)(F)F)=CC=3)N=C2)SC=1C(O)=O.[F:27][C:28]1[CH:49]=[CH:48][C:31]([CH2:32][N:33]2[C:37](=[O:38])[N:36]([C:39]3[S:40][C:41]([C:45]([OH:47])=O)=[C:42]([CH3:44])[N:43]=3)[CH:35]=[N:34]2)=[CH:30][CH:29]=1.[N:50]1[CH:55]=[CH:54][CH:53]=[C:52]([CH2:56][NH2:57])[CH:51]=1. No catalyst specified. The product is [F:27][C:28]1[CH:49]=[CH:48][C:31]([CH2:32][N:33]2[C:37](=[O:38])[N:36]([C:39]3[S:40][C:41]([C:45]([NH:57][CH2:56][C:52]4[CH:51]=[N:50][CH:55]=[CH:54][CH:53]=4)=[O:47])=[C:42]([CH3:44])[N:43]=3)[CH:35]=[N:34]2)=[CH:30][CH:29]=1. The yield is 0.680. (5) The reactants are [NH2:1][OH:2].[F:3][C:4]1[CH:9]=[CH:8][C:7]([C:10]2[CH:11]=[CH:12][C:13]([N:16]3[CH2:21][CH2:20][N:19]([S:22]([CH:25]=[CH:26][CH2:27][CH2:28][CH2:29][C:30]4[N:35]=[CH:34][CH:33]=[CH:32][N:31]=4)(=[O:24])=[O:23])[CH2:18][CH2:17]3)=[N:14][CH:15]=2)=[CH:6][CH:5]=1. The catalyst is C1COCC1. The product is [F:3][C:4]1[CH:9]=[CH:8][C:7]([C:10]2[CH:11]=[CH:12][C:13]([N:16]3[CH2:21][CH2:20][N:19]([S:22]([CH2:25][CH:26]([NH:1][OH:2])[CH2:27][CH2:28][CH2:29][C:30]4[N:35]=[CH:34][CH:33]=[CH:32][N:31]=4)(=[O:24])=[O:23])[CH2:18][CH2:17]3)=[N:14][CH:15]=2)=[CH:6][CH:5]=1. The yield is 1.00.